This data is from Reaction yield outcomes from USPTO patents with 853,638 reactions. The task is: Predict the reaction yield, written as a fraction of the theoretical maximum amount of product (1.0 means a 100% yield; for example, 0.34 means a 34% yield). The reactants are N[C:2]1[CH:13]=[CH:12][C:5]2[N:6]([CH3:11])[C:7](=[O:10])[CH2:8][O:9][C:4]=2[CH:3]=1.S(=O)(=O)(O)[OH:15].N([O-])=O.[Na+]. The catalyst is O. The product is [OH:15][C:2]1[CH:13]=[CH:12][C:5]2[N:6]([CH3:11])[C:7](=[O:10])[CH2:8][O:9][C:4]=2[CH:3]=1. The yield is 0.320.